This data is from Full USPTO retrosynthesis dataset with 1.9M reactions from patents (1976-2016). The task is: Predict the reactants needed to synthesize the given product. (1) Given the product [CH2:28]([O:30][C:31](=[O:41])[CH2:32][CH2:33][CH2:34][CH:35]1[CH2:40][CH2:39][N:38]([C:11](=[O:12])[C:10]2[CH:9]=[C:8]([O:7][C:6]3[CH:26]=[CH:27][C:3]([C:1]#[N:2])=[CH:4][CH:5]=3)[CH:16]=[C:15]([O:17][C:18]3[CH:23]=[CH:22][C:21]([C:24]#[N:25])=[CH:20][CH:19]=3)[CH:14]=2)[CH2:37][CH2:36]1)[CH3:29], predict the reactants needed to synthesize it. The reactants are: [C:1]([C:3]1[CH:27]=[CH:26][C:6]([O:7][C:8]2[CH:9]=[C:10]([CH:14]=[C:15]([O:17][C:18]3[CH:23]=[CH:22][C:21]([C:24]#[N:25])=[CH:20][CH:19]=3)[CH:16]=2)[C:11](O)=[O:12])=[CH:5][CH:4]=1)#[N:2].[CH2:28]([O:30][C:31](=[O:41])[CH2:32][CH2:33][CH2:34][CH:35]1[CH2:40][CH2:39][NH:38][CH2:37][CH2:36]1)[CH3:29]. (2) Given the product [OH:27][C:22]1[CH:21]=[CH:20][C:19]([C:17]2[O:16][N:15]=[C:14]([C:9]3[CH:10]=[CH:11][CH:12]=[C:13]4[C:8]=3[CH2:7][CH2:6][CH:5]4[NH:4][CH2:3][CH2:2][OH:1])[N:18]=2)=[CH:26][C:23]=1[C:24]#[N:25], predict the reactants needed to synthesize it. The reactants are: [OH:1][CH2:2][CH2:3][NH:4][CH:5]1[C:13]2[C:8](=[C:9]([C:14]3[N:18]=[C:17]([C:19]4[CH:20]=[CH:21][C:22]([O:27]C(C)C)=[C:23]([CH:26]=4)[C:24]#[N:25])[O:16][N:15]=3)[CH:10]=[CH:11][CH:12]=2)[CH2:7][CH2:6]1.B(Cl)(Cl)Cl. (3) Given the product [CH:27]1([C:4]([CH:40]2[CH2:41][CH2:42]2)([C:6]2[CH:11]=[CH:10][N:9]=[C:8]([NH:12][C:13]3[CH:18]=[CH:17][C:16]([N:19]4[CH:23]=[C:22]([CH3:24])[N:21]=[CH:20]4)=[C:15]([O:25][CH3:26])[CH:14]=3)[N:7]=2)[OH:5])[CH2:29][CH2:28]1, predict the reactants needed to synthesize it. The reactants are: C(O[C:4]([C:6]1[CH:11]=[CH:10][N:9]=[C:8]([NH:12][C:13]2[CH:18]=[CH:17][C:16]([N:19]3[CH:23]=[C:22]([CH3:24])[N:21]=[CH:20]3)=[C:15]([O:25][CH3:26])[CH:14]=2)[N:7]=1)=[O:5])C.[CH:27]1([Mg]Br)[CH2:29][CH2:28]1.C(=O)([O-])[O-].[Na+].[Na+].O1[CH2:42][CH2:41][CH2:40]C1. (4) The reactants are: [H-].[Al+3].[Li+].[H-].[H-].[H-].[NH2:7][C:8]1([CH:16]2[CH2:21][CH2:20][CH2:19][CH2:18][CH2:17]2)[CH2:13][N:12]([CH3:14])[C:11](=O)[CH2:10][CH2:9]1.O.[OH-].[Na+]. Given the product [CH:16]1([C:8]2([NH2:7])[CH2:9][CH2:10][CH2:11][N:12]([CH3:14])[CH2:13]2)[CH2:17][CH2:18][CH2:19][CH2:20][CH2:21]1, predict the reactants needed to synthesize it. (5) Given the product [Cl:12][C:4]1[CH:3]=[C:2]([NH:1][C:15]2[N:20]=[C:19]([NH:21][C@@H:22]3[CH2:30][C@H:29]4[N:25]([CH2:26][CH2:27][CH2:28]4)[C:24]([CH3:31])([CH3:32])[CH2:23]3)[C:18]([F:33])=[CH:17][N:16]=2)[CH:11]=[CH:10][C:5]=1[O:6][CH2:7][CH2:8][OH:9], predict the reactants needed to synthesize it. The reactants are: [NH2:1][C:2]1[CH:11]=[CH:10][C:5]([O:6][CH2:7][CH2:8][OH:9])=[C:4]([Cl:12])[CH:3]=1.Cl.Cl[C:15]1[N:20]=[C:19]([NH:21][C@@H:22]2[CH2:30][C@H:29]3[N:25]([CH2:26][CH2:27][CH2:28]3)[C:24]([CH3:32])([CH3:31])[CH2:23]2)[C:18]([F:33])=[CH:17][N:16]=1.CC1C=CC(S(O)(=O)=O)=CC=1.O. (6) The reactants are: [OH:1][C@H:2]1[CH2:7][CH2:6][C@H:5]([N:8]([CH3:22])[S:9]([C:12]2[CH:17]=[CH:16][C:15]([C:18]([F:21])([F:20])[F:19])=[CH:14][CH:13]=2)(=[O:11])=[O:10])[CH2:4][CH2:3]1.[C:23]([O:27][C:28](=[O:31])[CH2:29]Br)([CH3:26])([CH3:25])[CH3:24].[OH-].[Na+]. Given the product [C:23]([O:27][C:28](=[O:31])[CH2:29][O:1][C@H:2]1[CH2:7][CH2:6][C@H:5]([N:8]([CH3:22])[S:9]([C:12]2[CH:17]=[CH:16][C:15]([C:18]([F:21])([F:19])[F:20])=[CH:14][CH:13]=2)(=[O:11])=[O:10])[CH2:4][CH2:3]1)([CH3:26])([CH3:25])[CH3:24], predict the reactants needed to synthesize it.